This data is from Forward reaction prediction with 1.9M reactions from USPTO patents (1976-2016). The task is: Predict the product of the given reaction. (1) Given the reactants [CH3:1][N:2]([CH3:36])[S:3]([C:6]1[CH:34]=[C:33]([F:35])[CH:32]=[CH:31][C:7]=1[CH2:8][NH:9][C:10]([C:12]1[C:21]([OH:22])=[C:20]2[C:15]([CH:16]=[CH:17][CH:18]=[N:19]2)=[C:14]([N:23]2[CH2:28][CH2:27][CH2:26][CH2:25][S:24]2(=[O:30])=[O:29])[N:13]=1)=[O:11])(=[O:5])=[O:4].[OH-].[Na+:38], predict the reaction product. The product is: [CH3:1][N:2]([CH3:36])[S:3]([C:6]1[CH:34]=[C:33]([F:35])[CH:32]=[CH:31][C:7]=1[CH2:8][NH:9][C:10]([C:12]1[C:21]([O-:22])=[C:20]2[C:15]([CH:16]=[CH:17][CH:18]=[N:19]2)=[C:14]([N:23]2[CH2:28][CH2:27][CH2:26][CH2:25][S:24]2(=[O:30])=[O:29])[N:13]=1)=[O:11])(=[O:5])=[O:4].[Na+:38]. (2) Given the reactants [NH2:1][C:2]1[CH:10]=[CH:9][C:5]2[N:6]=[CH:7][S:8][C:4]=2[CH:3]=1.N1C=CC=CC=1.[C:17]([NH:25][C:26]1[CH:27]=[C:28]([CH:32]=[CH:33][CH:34]=1)[C:29](Cl)=[O:30])(=[O:24])[C:18]1[CH:23]=[CH:22][CH:21]=[CH:20][CH:19]=1.Cl, predict the reaction product. The product is: [S:8]1[C:4]2[CH:3]=[C:2]([NH:1][C:29](=[O:30])[C:28]3[CH:32]=[CH:33][CH:34]=[C:26]([NH:25][C:17](=[O:24])[C:18]4[CH:19]=[CH:20][CH:21]=[CH:22][CH:23]=4)[CH:27]=3)[CH:10]=[CH:9][C:5]=2[N:6]=[CH:7]1. (3) Given the reactants [S:1]1[C:5]2[CH:6]=[CH:7][CH:8]=[CH:9][C:4]=2[N:3]=[C:2]1[N:10]1[CH2:13][CH:12]([O:14][C:15]2[CH:20]=[CH:19][C:18]([CH:21]3[CH2:26][CH2:25][N:24](C(OCC4C=CC=CC=4)=O)[CH2:23][CH:22]3[O:37][CH2:38][C:39]3[CH:40]=[CH:41][C:42]4[O:47][CH2:46][CH2:45][N:44]([CH2:48][CH2:49][CH2:50][O:51][CH3:52])[C:43]=4[CH:53]=3)=[CH:17][CH:16]=2)[CH2:11]1.CO.[OH-].[K+], predict the reaction product. The product is: [S:1]1[C:5]2[CH:6]=[CH:7][CH:8]=[CH:9][C:4]=2[N:3]=[C:2]1[N:10]1[CH2:11][CH:12]([O:14][C:15]2[CH:20]=[CH:19][C:18]([CH:21]3[CH2:26][CH2:25][NH:24][CH2:23][CH:22]3[O:37][CH2:38][C:39]3[CH:40]=[CH:41][C:42]4[O:47][CH2:46][CH2:45][N:44]([CH2:48][CH2:49][CH2:50][O:51][CH3:52])[C:43]=4[CH:53]=3)=[CH:17][CH:16]=2)[CH2:13]1. (4) Given the reactants [C:1]1([CH:7]2[CH2:16][CH2:15][C:14]3[C:9](=[CH:10][CH:11]=[C:12]([OH:17])[CH:13]=3)[O:8]2)[CH:6]=[CH:5][CH:4]=[CH:3][CH:2]=1.[Cl:18]N1C(=O)CCC1=O, predict the reaction product. The product is: [Cl:18][C:13]1[C:12]([OH:17])=[CH:11][CH:10]=[C:9]2[C:14]=1[CH2:15][CH2:16][CH:7]([C:1]1[CH:2]=[CH:3][CH:4]=[CH:5][CH:6]=1)[O:8]2. (5) Given the reactants [C:1]12[CH:24]=[C:22]3[N:23]=[C:19]([CH:20]=[CH:21]3)[CH:18]=[C:16]3[NH:17][C:13]([CH:14]=[CH:15]3)=[CH:12][C:10]3=[N:11][C:7]([CH:8]=[CH:9]3)=[CH:6][C:4]([NH:5]1)=[CH:3][CH:2]=2.FC1C(C=O)=C(F)C(F)=C(F)C=1F.N1C=CC=C1, predict the reaction product. The product is: [CH2:24]1[C:1]2[NH:5][C:4](=[CH:3][CH:2]=2)[CH2:6][C:7]2[NH:11][C:10](=[CH:9][CH:8]=2)[CH2:12][C:13]2[NH:17][C:16](=[CH:15][CH:14]=2)[CH2:18][C:19]2[NH:23][C:22]1=[CH:21][CH:20]=2. (6) The product is: [Cl:1][C:2]1[CH:3]=[CH:4][C:5]([C@H:8]2[N:15]3[C:11]([S:12][C:13]([C:19]([N:32]4[CH2:33][C@H:34]([CH3:37])[NH:35][CH2:36][C@@H:31]4[CH3:30])=[O:21])=[C:14]3[CH:16]([CH3:18])[CH3:17])=[N:10][C@:9]2([C:23]2[CH:24]=[CH:25][C:26]([Cl:29])=[CH:27][CH:28]=2)[CH3:22])=[CH:6][CH:7]=1. Given the reactants [Cl:1][C:2]1[CH:7]=[CH:6][C:5]([C@H:8]2[N:15]3[C:11]([S:12][C:13]([C:19]([OH:21])=O)=[C:14]3[CH:16]([CH3:18])[CH3:17])=[N:10][C@:9]2([C:23]2[CH:28]=[CH:27][C:26]([Cl:29])=[CH:25][CH:24]=2)[CH3:22])=[CH:4][CH:3]=1.[CH3:30][C@H:31]1[CH2:36][NH:35][C@@H:34]([CH3:37])[CH2:33][NH:32]1, predict the reaction product. (7) Given the reactants [CH3:1][N:2]1[CH2:15][CH2:14][C:5]2[NH:6][C:7]3[CH:8]=[CH:9][C:10]([CH3:13])=[CH:11][C:12]=3[C:4]=2[CH2:3]1.Br[C:17]1[CH:18]=[CH:19][C:20]([C:23]([F:26])([F:25])[F:24])=[N:21][CH:22]=1.[O-]P([O-])([O-])=O.[K+].[K+].[K+].N1CCC[C@H]1C(O)=O, predict the reaction product. The product is: [CH3:1][N:2]1[CH2:15][CH2:14][C:5]2[N:6]([C:17]3[CH:22]=[N:21][C:20]([C:23]([F:26])([F:25])[F:24])=[CH:19][CH:18]=3)[C:7]3[CH:8]=[CH:9][C:10]([CH3:13])=[CH:11][C:12]=3[C:4]=2[CH2:3]1.